Dataset: Forward reaction prediction with 1.9M reactions from USPTO patents (1976-2016). Task: Predict the product of the given reaction. (1) Given the reactants Cl[C:2]1[CH:3]=[CH:4][C:5]2[C:14]3[C:9](=[CH:10][N:11]=[C:12]([CH3:15])[CH:13]=3)[C:8](=[O:16])[N:7]([CH3:17])[C:6]=2[CH:18]=1.[OH:19][CH2:20][C:21]([NH:27][C:28](=[O:34])[O:29][C:30]([CH3:33])([CH3:32])[CH3:31])(C)[CH2:22][CH:23]([CH3:25])[CH3:24].C(=O)([O-])[O-].[Cs+].[Cs+].C(P(C(C)(C)C)C1C=CC=CC=1C1C(C(C)C)=CC(C(C)C)=CC=1C(C)C)(C)(C)C, predict the reaction product. The product is: [CH3:15][C:12]1[CH:13]=[C:14]2[C:9](=[CH:10][N:11]=1)[C:8](=[O:16])[N:7]([CH3:17])[C:6]1[CH:18]=[C:2]([O:19][CH2:20][C@@H:21]([NH:27][C:28](=[O:34])[O:29][C:30]([CH3:31])([CH3:33])[CH3:32])[CH2:22][CH:23]([CH3:25])[CH3:24])[CH:3]=[CH:4][C:5]2=1. (2) The product is: [CH:1]1([NH:7][C:8]2[C@:12]3([CH2:17][CH2:16][N:15]([C:38]([C:31]4[CH:32]=[CH:33][CH:34]=[C:35]5[C:30]=4[NH:29][C:28]([CH3:41])([CH3:27])[CH:37]=[CH:36]5)=[O:39])[C@@H:14]([CH3:18])[CH2:13]3)[N:11]([C:19]3[CH:24]=[CH:23][CH:22]=[C:21]([F:25])[CH:20]=3)[C:10](=[O:26])[N:9]=2)[CH2:2][CH2:3][CH2:4][CH2:5][CH2:6]1. Given the reactants [CH:1]1([NH:7][C:8]2[C@:12]3([CH2:17][CH2:16][NH:15][C@@H:14]([CH3:18])[CH2:13]3)[N:11]([C:19]3[CH:24]=[CH:23][CH:22]=[C:21]([F:25])[CH:20]=3)[C:10](=[O:26])[N:9]=2)[CH2:6][CH2:5][CH2:4][CH2:3][CH2:2]1.[CH3:27][C:28]1([CH3:41])[CH:37]=[CH:36][C:35]2[C:30](=[C:31]([C:38](O)=[O:39])[CH:32]=[CH:33][CH:34]=2)[NH:29]1.C(N(C(C)C)CC)(C)C.CN([P+](ON1N=NC2C=CC=CC1=2)(N(C)C)N(C)C)C.F[P-](F)(F)(F)(F)F, predict the reaction product. (3) Given the reactants Br[C:2]1[CH:10]=[CH:9][C:8]2[C:4](=[C:5]([CH3:13])[N:6]([CH2:11][CH3:12])[N:7]=2)[CH:3]=1.[Cl:14][C:15]1[CH:29]=[CH:28][C:18]([CH2:19][O:20][C:21]2[CH:26]=[CH:25][NH:24][C:23](=[O:27])[CH:22]=2)=[CH:17][CH:16]=1.C(=O)([O-])[O-].[K+].[K+].CN[C@@H]1CCCC[C@H]1NC, predict the reaction product. The product is: [Cl:14][C:15]1[CH:29]=[CH:28][C:18]([CH2:19][O:20][C:21]2[CH:26]=[CH:25][N:24]([C:2]3[CH:10]=[CH:9][C:8]4[C:4](=[C:5]([CH3:13])[N:6]([CH2:11][CH3:12])[N:7]=4)[CH:3]=3)[C:23](=[O:27])[CH:22]=2)=[CH:17][CH:16]=1. (4) The product is: [C:33]1([C:20]([C:21]2[CH:22]=[CH:23][CH:24]=[CH:25][CH:26]=2)([C:27]2[CH:28]=[CH:29][CH:30]=[CH:31][CH:32]=2)[N:18]2[CH:19]=[C:15]([C:2]3[CH:7]=[C:6]([C:8]#[N:9])[CH:5]=[CH:4][N:3]=3)[N:16]=[CH:17]2)[CH:38]=[CH:37][CH:36]=[CH:35][CH:34]=1. Given the reactants Cl[C:2]1[CH:7]=[C:6]([C:8]#[N:9])[CH:5]=[CH:4][N:3]=1.C([Sn](CCCC)(CCCC)[C:15]1[N:16]=[CH:17][N:18]([C:20]([C:33]2[CH:38]=[CH:37][CH:36]=[CH:35][CH:34]=2)([C:27]2[CH:32]=[CH:31][CH:30]=[CH:29][CH:28]=2)[C:21]2[CH:26]=[CH:25][CH:24]=[CH:23][CH:22]=2)[CH:19]=1)CCC, predict the reaction product. (5) Given the reactants [CH:1]1([N:4]2[C:9](=[O:10])[C:8]3[C:11]([O:17][S:18]([C:21]4[CH:26]=[CH:25][C:24]([CH3:27])=[CH:23][CH:22]=4)(=[O:20])=[O:19])=[CH:12][C:13](=[O:16])[N:14]([CH3:15])[C:7]=3[N:6]([C:28]3[CH:33]=[CH:32][CH:31]=[C:30]([N+:34]([O-])=O)[CH:29]=3)[C:5]2=[O:37])[CH2:3][CH2:2]1.C(=O)([O-])O.[Na+], predict the reaction product. The product is: [NH2:34][C:30]1[CH:29]=[C:28]([N:6]2[C:7]3[N:14]([CH3:15])[C:13](=[O:16])[CH:12]=[C:11]([O:17][S:18]([C:21]4[CH:26]=[CH:25][C:24]([CH3:27])=[CH:23][CH:22]=4)(=[O:20])=[O:19])[C:8]=3[C:9](=[O:10])[N:4]([CH:1]3[CH2:2][CH2:3]3)[C:5]2=[O:37])[CH:33]=[CH:32][CH:31]=1. (6) Given the reactants [CH:1]([C:3]1[CH:4]=[CH:5][C:6]([O:18][CH3:19])=[C:7]([CH:17]=1)[CH2:8][NH:9][C:10](=[O:16])[O:11][C:12]([CH3:15])([CH3:14])[CH3:13])=[O:2].[BH4-].[Na+].O, predict the reaction product. The product is: [OH:2][CH2:1][C:3]1[CH:4]=[CH:5][C:6]([O:18][CH3:19])=[C:7]([CH:17]=1)[CH2:8][NH:9][C:10](=[O:16])[O:11][C:12]([CH3:15])([CH3:14])[CH3:13].